From a dataset of Catalyst prediction with 721,799 reactions and 888 catalyst types from USPTO. Predict which catalyst facilitates the given reaction. Reactant: C([O:4][C@@H:5]1[C@@H:10]([N:11]=[N+:12]=[N-:13])[C@@H:9]([O:14]C(=O)C)[C@@H:8]([CH2:18][O:19]C(=O)C)[O:7][C@H:6]1[S:23][C@@H:24]1[O:37][C@H:36]([CH2:38][O:39]C(=O)C)[C@H:31]([O:32]C(=O)C)[C@H:30]([N:43]=[N+:44]=[N-:45])[C@H:25]1[O:26]C(=O)C)(=O)C.C(Cl)Cl.C[O-].[Na+].CCCCCCC.CCOC(C)=O. Product: [N:11]([C@H:10]1[C@@H:9]([OH:14])[C@@H:8]([CH2:18][OH:19])[O:7][C@@H:6]([S:23][C@@H:24]2[O:37][C@H:36]([CH2:38][OH:39])[C@H:31]([OH:32])[C@H:30]([N:43]=[N+:44]=[N-:45])[C@H:25]2[OH:26])[C@@H:5]1[OH:4])=[N+:12]=[N-:13]. The catalyst class is: 5.